Dataset: NCI-60 drug combinations with 297,098 pairs across 59 cell lines. Task: Regression. Given two drug SMILES strings and cell line genomic features, predict the synergy score measuring deviation from expected non-interaction effect. (1) Drug 1: CC1=C2C(C(=O)C3(C(CC4C(C3C(C(C2(C)C)(CC1OC(=O)C(C(C5=CC=CC=C5)NC(=O)OC(C)(C)C)O)O)OC(=O)C6=CC=CC=C6)(CO4)OC(=O)C)OC)C)OC. Drug 2: CC1=C(N=C(N=C1N)C(CC(=O)N)NCC(C(=O)N)N)C(=O)NC(C(C2=CN=CN2)OC3C(C(C(C(O3)CO)O)O)OC4C(C(C(C(O4)CO)O)OC(=O)N)O)C(=O)NC(C)C(C(C)C(=O)NC(C(C)O)C(=O)NCCC5=NC(=CS5)C6=NC(=CS6)C(=O)NCCC[S+](C)C)O. Cell line: MOLT-4. Synergy scores: CSS=71.8, Synergy_ZIP=6.53, Synergy_Bliss=5.96, Synergy_Loewe=-4.71, Synergy_HSA=6.67. (2) Drug 1: CC(C)CN1C=NC2=C1C3=CC=CC=C3N=C2N. Drug 2: N.N.Cl[Pt+2]Cl. Cell line: SNB-19. Synergy scores: CSS=14.6, Synergy_ZIP=-4.80, Synergy_Bliss=-3.92, Synergy_Loewe=-6.09, Synergy_HSA=-6.30. (3) Drug 1: CNC(=O)C1=NC=CC(=C1)OC2=CC=C(C=C2)NC(=O)NC3=CC(=C(C=C3)Cl)C(F)(F)F. Drug 2: C1CC(=O)NC(=O)C1N2C(=O)C3=CC=CC=C3C2=O. Cell line: SW-620. Synergy scores: CSS=-16.5, Synergy_ZIP=-2.37, Synergy_Bliss=-16.0, Synergy_Loewe=-22.6, Synergy_HSA=-20.2.